From a dataset of Reaction yield outcomes from USPTO patents with 853,638 reactions. Predict the reaction yield, written as a fraction of the theoretical maximum amount of product (1.0 means a 100% yield; for example, 0.34 means a 34% yield). The catalyst is CC(C)=O. The yield is 0.520. The reactants are [C:1]1([N:7]2[C:15]3[C:10](=[CH:11][C:12]([OH:16])=[CH:13][CH:14]=3)[CH:9]=[CH:8]2)[CH:6]=[CH:5][CH:4]=[CH:3][CH:2]=1.[Br:17][CH2:18][CH2:19][CH2:20][CH2:21][CH2:22][CH2:23]Br.C([O-])([O-])=O.[K+].[K+]. The product is [Br:17][CH2:18][CH2:19][CH2:20][CH2:21][CH2:22][CH2:23][O:16][C:12]1[CH:11]=[C:10]2[C:15](=[CH:14][CH:13]=1)[N:7]([C:1]1[CH:6]=[CH:5][CH:4]=[CH:3][CH:2]=1)[CH:8]=[CH:9]2.